Dataset: Experimentally validated miRNA-target interactions with 360,000+ pairs, plus equal number of negative samples. Task: Binary Classification. Given a miRNA mature sequence and a target amino acid sequence, predict their likelihood of interaction. (1) The miRNA is hsa-miR-34a-3p with sequence CAAUCAGCAAGUAUACUGCCCU. Result: 1 (interaction). The protein sequence of the target gene is MSDSDLGEDEGLLSLAGKRKRRGNLPKESVKILRDWLYLHRYNAYPSEQEKLSLSGQTNLSVLQICNWFINARRRLLPDMLRKDGKDPNQFTISRRGGKASDVALPRGSSPSVLAVSVPAPTNVLSLSVCSMPLHSGQGEKPAAPFPRGELESPKPLVTPGSTLTLLTRAEAGSPTGGLFNTPPPTPPEQDKEDFSSFQLLVEVALQRAAEMELQKQQDPSLPLLHTPIPLVSENPQ. (2) The miRNA is rno-miR-378a-3p with sequence ACUGGACUUGGAGUCAGAAGG. The protein sequence of the target gene is MDAIHLGMSSAPLVKHTNGVGLKAHRPRVMSKSGHSNVRIDKVDGIYLLYLQDLWTTVIDMKWRYKLTLFAATFVMTWFLFGVVYYAIAFIHGDLQLGESNSNHTPCIMKVDSLTGAFLFSLESQTTIGYGVRSITEECPHAIFLLVAQLVITTLIEIFITGTFLAKIARPKKRAETIKFSHCAVISKQNGKLCLVIQVANMRKSLLIQCQLSGKLLQTHVTKEGERILLNQATVKFHVDSSSESPFLILPMTFYHVLDETSPLRDLTPQNLKEKEFELVVLLNATVESTSAVCQSRTSY.... Result: 0 (no interaction). (3) The miRNA is hsa-miR-3136-3p with sequence UGGCCCAACCUAUUCAGUUAGU. The protein sequence of the target gene is MASKANMVRQRFSRLSQRMSAFQINLNPLKEPLGFIKILEWFASIFAFATCGGFKGKTEIQVNCPKVGVNKNQTVTATFGYPFRLNQASFHTPPNVSVCDVNWEKHVLIGDYSSSAQFYVTFAVFVFLYCIAALLLYVGYTNLYRDSRKLPMIDFIVTLVATFLWLVSSSAWAKALTDIKVATGHRIVEELEICNPESGVSCYFVSVTSMGSLNVSVIFGFLNMILWGGNAWFVYKETSLHSPSNTSASHSQGGGPPTSGM. Result: 0 (no interaction).